Predict the reaction yield, written as a fraction of the theoretical maximum amount of product (1.0 means a 100% yield; for example, 0.34 means a 34% yield). From a dataset of Reaction yield outcomes from USPTO patents with 853,638 reactions. (1) The reactants are C1C=CC(C2C=CC=CC=2)=CC=1.C1C=CC(OC2C=CC=CC=2)=CC=1.[CH3:26][O:27][C:28]1[N:33]=[CH:32][C:31]([NH:34][CH:35]=[C:36]([C:42](=[O:44])[CH3:43])[C:37]([O:39]CC)=O)=[CH:30][CH:29]=1. No catalyst specified. The product is [OH:39][C:37]1[C:32]2[C:31](=[CH:30][CH:29]=[C:28]([O:27][CH3:26])[N:33]=2)[N:34]=[CH:35][C:36]=1[C:42](=[O:44])[CH3:43]. The yield is 0.460. (2) The reactants are [F:1][C:2]1[C:11]([CH3:12])=[C:10]2[C:5]([CH:6]=[CH:7][C:8](=[O:13])[NH:9]2)=[CH:4][CH:3]=1.[CH3:14]C(C)([O-])C.[K+].CI.O. The catalyst is CS(C)=O. The product is [F:1][C:2]1[C:11]([CH3:12])=[C:10]2[C:5]([CH:6]=[CH:7][C:8]([O:13][CH3:14])=[N:9]2)=[CH:4][CH:3]=1. The yield is 0.740. (3) The reactants are [Mg].BrCC.C(NCC)C.[N:10]1[CH:15]=[CH:14][CH:13]=[CH:12][C:11]=1[C:16](=[O:18])[CH3:17].Br[C:20]([CH3:30])([CH3:29])[C:21]([C:23]1[CH:28]=[CH:27][CH:26]=[CH:25][CH:24]=1)=[O:22].OS(O)(=O)=O.CCN(CC)CC. The catalyst is C1(C)C=CC=CC=1.CCOCC. The product is [CH3:29][C:20]([CH3:30])([CH2:17][C:16]([C:11]1[CH:12]=[CH:13][CH:14]=[CH:15][N:10]=1)=[O:18])[C:21]([C:23]1[CH:28]=[CH:27][CH:26]=[CH:25][CH:24]=1)=[O:22]. The yield is 0.110. (4) The product is [CH2:8]([O:10][C:11]([C:13]1[NH:14][C:15]([CH2:18][C:19]2[CH:24]=[CH:23][CH:22]=[CH:21][CH:20]=2)=[CH:16][CH:17]=1)=[O:12])[CH3:9]. The yield is 0.556. The reactants are C([SiH](CC)CC)C.[CH2:8]([O:10][C:11]([C:13]1[NH:14][C:15]([C:18](=O)[C:19]2[CH:24]=[CH:23][CH:22]=[CH:21][CH:20]=2)=[CH:16][CH:17]=1)=[O:12])[CH3:9]. The catalyst is FC(F)(F)C(O)=O.